From a dataset of TCR-epitope binding with 47,182 pairs between 192 epitopes and 23,139 TCRs. Binary Classification. Given a T-cell receptor sequence (or CDR3 region) and an epitope sequence, predict whether binding occurs between them. (1) The epitope is FLPRVFSAV. The TCR CDR3 sequence is CASSQPAWQGDNEQFF. Result: 1 (the TCR binds to the epitope). (2) The epitope is LEPLVDLPI. The TCR CDR3 sequence is CASSPRVGANTGELFF. Result: 1 (the TCR binds to the epitope).